Predict which catalyst facilitates the given reaction. From a dataset of Catalyst prediction with 721,799 reactions and 888 catalyst types from USPTO. (1) Product: [Cl:1][C:2]1[CH:3]=[C:4]([NH:8][C:9]2[N:14]=[C:13]([CH:15]3[CH2:17][CH2:16]3)[C:12]([CH2:18][NH:20][CH:21]3[CH2:24][CH2:23][CH2:22]3)=[CH:11][N:10]=2)[CH:5]=[CH:6][CH:7]=1. Reactant: [Cl:1][C:2]1[CH:3]=[C:4]([NH:8][C:9]2[N:14]=[C:13]([CH:15]3[CH2:17][CH2:16]3)[C:12]([CH:18]=O)=[CH:11][N:10]=2)[CH:5]=[CH:6][CH:7]=1.[NH2:20][CH:21]1[CH2:24][CH2:23][CH2:22]1.C(O)(=O)C.C([BH3-])#N. The catalyst class is: 138. (2) Reactant: C(P(CCCC)CCCC)CCC.N(C(N1CCCCC1)=O)=NC(N1CCCCC1)=O.[F:32][C:33]1[CH:51]=[CH:50][CH:49]=[CH:48][C:34]=1[O:35][C:36]1[CH:37]=[CH:38][C:39]2[N:43]=[C:42]([CH2:44][OH:45])[N:41]([CH3:46])[C:40]=2[CH:47]=1.O[C:53]1[CH:54]=[C:55]([CH:60]=[CH:61][CH:62]=1)[C:56]([O:58][CH3:59])=[O:57]. Product: [F:32][C:33]1[CH:51]=[CH:50][CH:49]=[CH:48][C:34]=1[O:35][C:36]1[CH:37]=[CH:38][C:39]2[N:43]=[C:42]([CH2:44][O:45][C:53]3[CH:54]=[C:55]([CH:60]=[CH:61][CH:62]=3)[C:56]([O:58][CH3:59])=[O:57])[N:41]([CH3:46])[C:40]=2[CH:47]=1. The catalyst class is: 4.